From a dataset of Catalyst prediction with 721,799 reactions and 888 catalyst types from USPTO. Predict which catalyst facilitates the given reaction. (1) Reactant: [H-].[Na+].[Cl:3][C:4]1[CH:5]=[C:6]([NH:10][C:11]([C:13]2[S:17][CH:16]=[N:15][C:14]=2[CH3:18])=[O:12])[CH:7]=[CH:8][CH:9]=1.Br[CH:20]([F:34])[C:21]1[C:30]2[C:25](=[C:26]([F:31])[CH:27]=[CH:28][CH:29]=2)[N:24]=[C:23]([O:32][CH3:33])[CH:22]=1.CCOC(C)=O. Product: [Cl:3][C:4]1[CH:5]=[C:6]([N:10]([CH:20]([F:34])[C:21]2[C:30]3[C:25](=[C:26]([F:31])[CH:27]=[CH:28][CH:29]=3)[N:24]=[C:23]([O:32][CH3:33])[CH:22]=2)[C:11]([C:13]2[S:17][CH:16]=[N:15][C:14]=2[CH3:18])=[O:12])[CH:7]=[CH:8][CH:9]=1. The catalyst class is: 3. (2) Reactant: [OH:1][C:2]1[CH:3]=[C:4]([CH2:8][NH:9][C:10]([C:12]2[CH:13]=[C:14]3[C:19](=[CH:20][CH:21]=2)[N:18]=[CH:17][CH:16]=[CH:15]3)=[O:11])[CH:5]=[CH:6][CH:7]=1.Br[CH2:23][C:24]#[CH:25].CN(C=O)C.C(=O)([O-])[O-].[Cs+].[Cs+]. Product: [CH2:25]([O:1][C:2]1[CH:3]=[C:4]([CH2:8][NH:9][C:10]([C:12]2[CH:13]=[C:14]3[C:19](=[CH:20][CH:21]=2)[N:18]=[CH:17][CH:16]=[CH:15]3)=[O:11])[CH:5]=[CH:6][CH:7]=1)[C:24]#[CH:23]. The catalyst class is: 6.